From a dataset of Forward reaction prediction with 1.9M reactions from USPTO patents (1976-2016). Predict the product of the given reaction. The product is: [Br:1][C:2]1[CH:3]=[CH:4][C:5]([C:8]2[CH2:12][C@@H:11]([CH2:13][N:15]3[CH2:20][CH2:19][S:18][CH2:17][CH2:16]3)[O:10][N:9]=2)=[N:6][CH:7]=1. Given the reactants [Br:1][C:2]1[CH:3]=[CH:4][C:5]([C:8]2[CH2:12][C@@H:11]([CH2:13]Cl)[O:10][N:9]=2)=[N:6][CH:7]=1.[NH:15]1[CH2:20][CH2:19][S:18][CH2:17][CH2:16]1.CS(C)=O, predict the reaction product.